Dataset: Catalyst prediction with 721,799 reactions and 888 catalyst types from USPTO. Task: Predict which catalyst facilitates the given reaction. Reactant: [C:1]([C:4]1[CH:9]=[C:8]([C:10]([F:13])([F:12])[F:11])[N:7]=[C:6](/[CH:14]=[CH:15]/[CH2:16][NH:17][C:18](=[O:21])[O:19][CH3:20])[CH:5]=1)(=[O:3])[CH3:2]. Product: [CH3:20][O:19][C:18](=[O:21])[NH:17][CH2:16][CH2:15][CH2:14][C:6]1[CH:5]=[C:4]([C:1](=[O:3])[CH3:2])[CH:9]=[C:8]([C:10]([F:11])([F:13])[F:12])[N:7]=1. The catalyst class is: 78.